From a dataset of Forward reaction prediction with 1.9M reactions from USPTO patents (1976-2016). Predict the product of the given reaction. (1) The product is: [S:1]([O-:5])([OH:4])(=[O:3])=[O:2].[CH:19]1([PH+:12]([CH:6]2[CH2:7][CH2:8][CH2:9][CH2:10][CH2:11]2)[CH:13]2[CH2:18][CH2:17][CH2:16][CH2:15][CH2:14]2)[CH2:20][CH2:21][CH2:22][CH2:23][CH2:24]1. Given the reactants [S:1](=[O:5])(=[O:4])([OH:3])[OH:2].[CH:6]1([P:12]([CH:19]2[CH2:24][CH2:23][CH2:22][CH2:21][CH2:20]2)[CH:13]2[CH2:18][CH2:17][CH2:16][CH2:15][CH2:14]2)[CH2:11][CH2:10][CH2:9][CH2:8][CH2:7]1, predict the reaction product. (2) Given the reactants [N+:1]([C:4]1[C:9]([CH3:10])=[CH:8][C:7]([C:11]([CH3:14])([CH3:13])[CH3:12])=[CH:6][C:5]=1[CH3:15])([O-])=O.[Cl-].[Cl-].[Ca+2], predict the reaction product. The product is: [CH3:15][C:5]1[CH:6]=[C:7]([C:11]([CH3:13])([CH3:12])[CH3:14])[CH:8]=[C:9]([CH3:10])[C:4]=1[NH2:1]. (3) Given the reactants [F:1][C:2]1[CH:7]=[CH:6][C:5]([C:8]2[CH:17]=[C:16]3[C:11]([CH:12]=[C:13]([S:18](CCC(OC)=O)(=[O:20])=[O:19])[CH:14]=[N:15]3)=[CH:10][CH:9]=2)=[CH:4][CH:3]=1.CO.C[O-].[Na+:31], predict the reaction product. The product is: [F:1][C:2]1[CH:3]=[CH:4][C:5]([C:8]2[CH:17]=[C:16]3[C:11]([CH:12]=[C:13]([S:18]([O-:20])=[O:19])[CH:14]=[N:15]3)=[CH:10][CH:9]=2)=[CH:6][CH:7]=1.[Na+:31]. (4) Given the reactants [NH2:1][C:2]1[C:11]([F:12])=[C:10]([F:13])[C:9]([O:14][CH:15]([CH3:17])[CH3:16])=[C:8]2[C:3]=1[C:4](=[O:26])[C:5]([C:21]([O:23]CC)=[O:22])=[CH:6][N:7]2[CH:18]1[CH2:20][CH2:19]1.[OH-].[Na+].Cl, predict the reaction product. The product is: [NH2:1][C:2]1[C:11]([F:12])=[C:10]([F:13])[C:9]([O:14][CH:15]([CH3:17])[CH3:16])=[C:8]2[C:3]=1[C:4](=[O:26])[C:5]([C:21]([OH:23])=[O:22])=[CH:6][N:7]2[CH:18]1[CH2:20][CH2:19]1. (5) Given the reactants C(O[C:5](=[O:7])[CH3:6])(=O)C.C([O-])(=O)C.[Na+].[NH2:13][CH2:14][C:15]([C:17]1[CH:18]=[N:19][C:20]([N+:23]([O-:25])=[O:24])=[CH:21][CH:22]=1)=[O:16], predict the reaction product. The product is: [N+:23]([C:20]1[N:19]=[CH:18][C:17]([C:15](=[O:16])[CH2:14][NH:13][C:5](=[O:7])[CH3:6])=[CH:22][CH:21]=1)([O-:25])=[O:24].